Dataset: Full USPTO retrosynthesis dataset with 1.9M reactions from patents (1976-2016). Task: Predict the reactants needed to synthesize the given product. (1) Given the product [CH2:1]([S:6][C:7]1[C:8]([CH:12]2[CH:17]3[CH2:18][CH2:19][N:14]([CH2:15][CH2:16]3)[CH2:13]2)=[N:9][NH:10][CH:11]=1)[CH2:2][C:3]1[CH:25]=[CH:20][CH:21]=[CH:5][CH:4]=1, predict the reactants needed to synthesize it. The reactants are: [CH2:1]([S:6][C:7]1[C:8]([CH:12]2[CH:17]3[CH2:18][CH2:19][N:14]([CH2:15][CH2:16]3)[CH2:13]2)=[N:9][NH:10][CH:11]=1)[CH2:2][CH2:3][CH2:4][CH3:5].[C:20]1(CCCS)[CH:25]=CC=C[CH:21]=1. (2) The reactants are: [F:1][C:2]1[CH:3]=[C:4]([C:9]2[CH:14]=[CH:13][C:12]([C:15]([NH:17][C@@H:18]([C:30]([O:32][CH2:33][C:34]3[CH:39]=[CH:38][CH:37]=[CH:36][CH:35]=3)=[O:31])[CH2:19][C:20]([O:22][CH2:23][C:24]3[CH:29]=[CH:28][CH:27]=[CH:26][CH:25]=3)=[O:21])=[O:16])=[C:11]([N+:40]([O-])=O)[CH:10]=2)[CH:5]=[CH:6][C:7]=1[F:8].[H][H]. Given the product [NH2:40][C:11]1[CH:10]=[C:9]([C:4]2[CH:5]=[CH:6][C:7]([F:8])=[C:2]([F:1])[CH:3]=2)[CH:14]=[CH:13][C:12]=1[C:15]([NH:17][C@@H:18]([C:30]([O:32][CH2:33][C:34]1[CH:35]=[CH:36][CH:37]=[CH:38][CH:39]=1)=[O:31])[CH2:19][C:20]([O:22][CH2:23][C:24]1[CH:25]=[CH:26][CH:27]=[CH:28][CH:29]=1)=[O:21])=[O:16], predict the reactants needed to synthesize it. (3) Given the product [OH:21][CH2:20][C@@H:17]1[CH2:18][CH2:19][C@H:14]([N:13]2[CH2:5][CH2:4][CH2:3][C:2]2=[O:1])[CH2:15][CH2:16]1, predict the reactants needed to synthesize it. The reactants are: [O:1]=[C:2](N1CCOC1=O)[CH2:3][CH2:4][CH:5]=O.[NH2:13][C@@H:14]1[CH2:19][CH2:18][C@H:17]([CH2:20][OH:21])[CH2:16][CH2:15]1. (4) Given the product [CH2:1]([O:3][C:4](=[O:13])[CH2:5][C:6]1[CH:11]=[CH:10][CH:9]=[CH:8][C:7]=1[B:14]1[O:18][C:17]([CH3:20])([CH3:19])[C:16]([CH3:22])([CH3:21])[O:15]1)[CH3:2], predict the reactants needed to synthesize it. The reactants are: [CH2:1]([O:3][C:4](=[O:13])[CH2:5][C:6]1[CH:11]=[CH:10][CH:9]=[CH:8][C:7]=1Br)[CH3:2].[B:14]1([B:14]2[O:18][C:17]([CH3:20])([CH3:19])[C:16]([CH3:22])([CH3:21])[O:15]2)[O:18][C:17]([CH3:20])([CH3:19])[C:16]([CH3:22])([CH3:21])[O:15]1. (5) The reactants are: Br[C:2]1[CH:3]=[C:4]([CH:21]=[C:22]([CH:24]=[CH:25][CH:26]2[CH2:30][CH2:29][CH2:28][N:27]2[CH3:31])[CH:23]=1)[CH2:5][O:6][C:7]1[CH:12]=[CH:11][CH:10]=[CH:9][C:8]=1[CH2:13][C:14]([O:16][C:17]([CH3:20])([CH3:19])[CH3:18])=[O:15].[C:32]([O:36][C:37]([NH:39][C@@H:40]([C:42]1[C:43]([F:71])=[C:44](C2C=C(O)C=C(COC3C=CC=CC=3CC(OC(C)(C)C)=O)C=2)[CH:45]=[CH:46][CH:47]=1)[CH3:41])=[O:38])([CH3:35])([CH3:34])[CH3:33]. Given the product [C:32]([O:36][C:37]([NH:39][CH:40]([C:42]1[C:43]([F:71])=[C:44]([C:2]2[CH:23]=[C:22]([CH:24]=[CH:25][C@H:26]3[CH2:30][CH2:29][CH2:28][N:27]3[CH3:31])[CH:21]=[C:4]([CH2:5][O:6][C:7]3[CH:12]=[CH:11][CH:10]=[CH:9][C:8]=3[CH2:13][C:14]([O:16][C:17]([CH3:19])([CH3:20])[CH3:18])=[O:15])[CH:3]=2)[CH:45]=[CH:46][CH:47]=1)[CH3:41])=[O:38])([CH3:33])([CH3:34])[CH3:35], predict the reactants needed to synthesize it. (6) Given the product [NH2:9][C:10]1[CH:17]=[CH:16][CH:15]=[C:14]([O:8][CH2:7][CH:2]2[CH2:3][CH2:4][CH2:5][CH2:6][NH:1]2)[C:11]=1[C:12]#[N:13], predict the reactants needed to synthesize it. The reactants are: [NH:1]1[CH2:6][CH2:5][CH2:4][CH2:3][CH:2]1[CH2:7][OH:8].[NH2:9][C:10]1[CH:17]=[CH:16][CH:15]=[C:14](F)[C:11]=1[C:12]#[N:13]. (7) Given the product [Cl:1][C:2]1[CH:3]=[C:4]([CH:9]([NH:14][C:15](=[O:26])[O:16][C:17]2[CH:18]=[CH:19][C:20]([N+:23]([O-:25])=[O:24])=[CH:21][CH:22]=2)[C:10]([F:11])([F:12])[F:13])[CH:5]=[CH:6][C:7]=1[Cl:8], predict the reactants needed to synthesize it. The reactants are: [Cl:1][C:2]1[CH:3]=[C:4]([CH:9]([NH2:14])[C:10]([F:13])([F:12])[F:11])[CH:5]=[CH:6][C:7]=1[Cl:8].[C:15](Cl)(=[O:26])[O:16][C:17]1[CH:22]=[CH:21][C:20]([N+:23]([O-:25])=[O:24])=[CH:19][CH:18]=1.N1C=CC=CC=1.O. (8) The reactants are: [O:1]1[C:6]2[CH:7]=[CH:8][C:9]([C:11]3[N:16]4[N:17]=[C:18]([NH2:20])[N:19]=[C:15]4[CH:14]=[CH:13][N:12]=3)=[CH:10][C:5]=2[O:4][CH2:3][CH2:2]1.C(N(CC)CC)C.[CH:28]1([C:31](Cl)=[O:32])[CH2:30][CH2:29]1. Given the product [O:1]1[C:6]2[CH:7]=[CH:8][C:9]([C:11]3[N:16]4[N:17]=[C:18]([NH:20][C:31]([CH:28]5[CH2:30][CH2:29]5)=[O:32])[N:19]=[C:15]4[CH:14]=[CH:13][N:12]=3)=[CH:10][C:5]=2[O:4][CH2:3][CH2:2]1, predict the reactants needed to synthesize it. (9) Given the product [Cl:17][C:9]1[CH:8]=[C:7]([C:4]2[S:3][C:2]([C:27]3[C:20]([CH2:18][CH3:19])=[C:21]([CH:24]=[CH:25][CH:26]=3)[CH:22]=[O:23])=[N:6][N:5]=2)[CH:12]=[CH:11][C:10]=1[O:13][CH:14]([CH3:16])[CH3:15], predict the reactants needed to synthesize it. The reactants are: Br[C:2]1[S:3][C:4]([C:7]2[CH:12]=[CH:11][C:10]([O:13][CH:14]([CH3:16])[CH3:15])=[C:9]([Cl:17])[CH:8]=2)=[N:5][N:6]=1.[CH2:18]([C:20]1[C:27](B2OC(C)(C)C(C)(C)O2)=[CH:26][CH:25]=[CH:24][C:21]=1[CH:22]=[O:23])[CH3:19].P([O-])([O-])([O-])=O.[K+].[K+].[K+].O. (10) Given the product [OH:15][C:10]1[CH:9]=[CH:8][C:7]([C:5]#[N:6])=[CH:12][C:11]=1[N+:32]([O-:34])=[O:33], predict the reactants needed to synthesize it. The reactants are: CC1[N:6]=[C:5]([C:7]2[CH:8]=[CH:9][C:10]([O:15]CC(C)C)=[C:11](C#N)[CH:12]=2)SC=1C(O)=O.OC1C=CC(C=O)=CC=1[N+:32]([O-:34])=[O:33].NO.C([O-])=O.[Na+].